From a dataset of Full USPTO retrosynthesis dataset with 1.9M reactions from patents (1976-2016). Predict the reactants needed to synthesize the given product. (1) Given the product [Cl:1][C:2]1[CH:7]=[CH:6][C:5]([O:8][C:14]2[CH:15]=[CH:16][N:17]=[C:12]([Cl:11])[N:13]=2)=[CH:4][C:3]=1[CH2:9][CH3:10], predict the reactants needed to synthesize it. The reactants are: [Cl:1][C:2]1[CH:7]=[CH:6][C:5]([OH:8])=[CH:4][C:3]=1[CH2:9][CH3:10].[Cl:11][C:12]1[N:17]=[C:16](Cl)[CH:15]=[CH:14][N:13]=1.N12CCCN=C1CCCCC2.C(OCC)(=O)C. (2) Given the product [OH:83][C@H:84]([CH2:89][CH2:90][CH2:91][CH2:92][CH3:93])[CH2:85][C:86]([S:81][CH2:80][CH2:79][NH:78][C:76](=[O:77])[CH2:75][CH2:74][NH:73][C:71](=[O:72])[C@H:70]([OH:82])[C:36]([CH3:35])([CH3:37])[CH2:38][O:8][P:5]([OH:7])(=[O:6])[O:4][P:1]([OH:2])(=[O:3])[O:13][CH2:14][C@H:15]1[O:19][C@@H:18]([N:20]2[C:29]3[N:28]=[CH:27][N:26]=[C:24]([NH2:25])[C:23]=3[N:22]=[CH:21]2)[C@H:17]([OH:30])[C@@H:16]1[O:31][P:117]([OH:145])([OH:118])=[O:116])=[O:87], predict the reactants needed to synthesize it. The reactants are: [P:1]([O:13][CH2:14][C@H:15]1[O:19][C@@H:18]([N:20]2[C:29]3[N:28]=[CH:27][N:26]=[C:24]([NH2:25])[C:23]=3[N:22]=[CH:21]2)[C@H:17]([OH:30])[C@@H:16]1[OH:31])([O:4][P:5]([O:8]P(O)(O)=O)([OH:7])=[O:6])(=[O:3])[OH:2].[Mg+2].[Cl-].[Cl-].[CH3:35][C:36]([C@@H:70]([OH:82])[C:71]([NH:73][CH2:74][CH2:75][C:76]([NH:78][CH2:79][CH2:80][SH:81])=[O:77])=[O:72])([CH2:38]OP(OP(OC[C@H]1O[C@@H](N2C3N=CN=C(N)C=3N=C2)[C@H](O)[C@@H]1OP(O)(O)=O)(O)=O)(O)=O)[CH3:37].[OH:83][C@H:84]([CH2:89][CH2:90][CH2:91][CH2:92][CH3:93])[CH2:85][C:86]([O-])=[O:87].S(=O)(=O)(O)O.O[C@H](CCC1C=CC=CC=1)CC(SCCNC(=O)CCNC(=O)[C@H](O)C(C)(C)C[O:116][P:117](O)(=[O:145])[O:118]P(O)(=O)OC[C@H]1O[C@@H](N2C3N=CN=C(N)C=3N=C2)[C@H](O)[C@@H]1OP(O)(O)=O)=O.O[C@H](CCC1C=CC(F)=CC=1)CC(SCCNC(=O)CCNC(=O)[C@H](O)C(C)(C)COP(O)(=O)OP(O)(=O)OC[C@H]1O[C@@H](N2C3N=CN=C(N)C=3N=C2)[C@H](O)[C@@H]1OP(O)(O)=O)=O.O[C@H](CCC[C@@H]1OC1)CC(SCCNC(=O)CCNC(=O)[C@H](O)C(C)(C)COP(O)(=O)OP(O)(=O)OC[C@H]1O[C@@H](N2C3N=CN=C(N)C=3N=C2)[C@H](O)[C@@H]1OP(O)(O)=O)=O.O[C@H](CCC[C@@H]1OC1)CC(O)=O.OC(CCCC=C)CC(O)=O.ClC1C=C(C=CC=1)C(O)=O. (3) Given the product [CH2:14]([O:16][C:17]([C:19]1([NH:28][C:11]([C:10]2[C:5]3[O:4][CH2:3][CH2:2][O:1][C:6]=3[CH:7]=[CH:8][CH:9]=2)=[O:13])[CH2:27][C:26]2[C:21](=[CH:22][CH:23]=[CH:24][CH:25]=2)[CH2:20]1)=[O:18])[CH3:15], predict the reactants needed to synthesize it. The reactants are: [O:1]1[C:6]2[CH:7]=[CH:8][CH:9]=[C:10]([C:11]([OH:13])=O)[C:5]=2[O:4][CH2:3][CH2:2]1.[CH2:14]([O:16][C:17]([C:19]1([NH2:28])[CH2:27][C:26]2[C:21](=[CH:22][CH:23]=[CH:24][CH:25]=2)[CH2:20]1)=[O:18])[CH3:15].CN(C(ON1N=NC2C=CC=NC1=2)=[N+](C)C)C.F[P-](F)(F)(F)(F)F.CCN(C(C)C)C(C)C. (4) Given the product [F:17][C:18]1[CH:23]=[CH:22][C:21]([O:15][C:12]2[CH:13]=[CH:14][C:9]([B:4]3[O:3][C:2]([CH3:16])([CH3:1])[C:6]([CH3:7])([CH3:8])[O:5]3)=[CH:10][CH:11]=2)=[CH:20][CH:19]=1, predict the reactants needed to synthesize it. The reactants are: [CH3:1][C:2]1([CH3:16])[C:6]([CH3:8])([CH3:7])[O:5][B:4]([C:9]2[CH:14]=[CH:13][C:12]([OH:15])=[CH:11][CH:10]=2)[O:3]1.[F:17][C:18]1[CH:23]=[CH:22][C:21](B(O)O)=[CH:20][CH:19]=1.CCN(CC)CC. (5) Given the product [Si:1]([O:8][C@@H:9]1[CH2:10][C:11](=[O:16])[N:12]([C:18]2[CH:25]=[CH:24][C:21]([C:22]#[N:23])=[C:20]([Cl:26])[CH:19]=2)[C@H:13]1[CH2:14][CH3:15])([C:4]([CH3:7])([CH3:6])[CH3:5])([CH3:3])[CH3:2], predict the reactants needed to synthesize it. The reactants are: [Si:1]([O:8][C@H:9]1[C@H:13]([CH2:14][CH3:15])[NH:12][C:11](=[O:16])[CH2:10]1)([C:4]([CH3:7])([CH3:6])[CH3:5])([CH3:3])[CH3:2].Br[C:18]1[CH:25]=[CH:24][C:21]([C:22]#[N:23])=[C:20]([Cl:26])[CH:19]=1.C(=O)([O-])[O-].[Cs+].[Cs+].C1(P(C2C=CC=CC=2)C2C3OC4C(=CC=CC=4P(C4C=CC=CC=4)C4C=CC=CC=4)C(C)(C)C=3C=CC=2)C=CC=CC=1. (6) Given the product [CH3:19][S:20]([O:15][CH:14]([CH:11]1[CH2:12][CH2:13][N:8]([C:5]2[N:6]=[CH:7][C:2]([F:1])=[CH:3][N:4]=2)[CH2:9][CH2:10]1)[CH3:16])(=[O:22])=[O:21], predict the reactants needed to synthesize it. The reactants are: [F:1][C:2]1[CH:3]=[N:4][C:5]([N:8]2[CH2:13][CH2:12][CH:11]([CH:14]=[O:15])[CH2:10][CH2:9]2)=[N:6][CH:7]=1.[CH3:16][Mg]Br.[CH3:19][S:20](Cl)(=[O:22])=[O:21]. (7) The reactants are: Cl[C:2]1[N:7]=[C:6]([NH2:8])[CH:5]=[CH:4][N:3]=1.Cl.Cl.[N:11]1([CH:16]2[CH2:21][CH2:20][NH:19][CH2:18][CH2:17]2)[CH:15]=[N:14][CH:13]=[N:12]1. Given the product [N:11]1([CH:16]2[CH2:21][CH2:20][N:19]([C:2]3[N:7]=[C:6]([NH2:8])[CH:5]=[CH:4][N:3]=3)[CH2:18][CH2:17]2)[CH:15]=[N:14][CH:13]=[N:12]1, predict the reactants needed to synthesize it. (8) The reactants are: Cl.[NH2:2][C:3]1[CH:4]=[CH:5][C:6]([C:14]2[CH:19]=[CH:18][C:17]([Cl:20])=[CH:16][CH:15]=2)=[C:7]2[C:12]=1[CH2:11][N:10]([CH3:13])[CH2:9][CH2:8]2.[O:21]=[CH:22][C:23](Cl)(Cl)Cl.S([O-])([O-])(=O)=[O:28].[Na+].[Na+].Cl.NO. Given the product [Cl:20][C:17]1[CH:16]=[CH:15][C:14]([C:6]2[C:7]3[CH2:8][CH2:9][N:10]([CH3:13])[CH2:11][C:12]=3[C:3]3[NH:2][C:22](=[O:21])[C:23](=[O:28])[C:4]=3[CH:5]=2)=[CH:19][CH:18]=1, predict the reactants needed to synthesize it. (9) Given the product [CH2:37]([O:1][C:2]1[CH:20]=[CH:19][C:18]([S:21]([N:24]2[CH2:29][CH2:28][CH2:27][CH2:26][CH2:25]2)(=[O:23])=[O:22])=[CH:17][C:3]=1[C:4]([NH:6][C:7]1[CH:12]=[CH:11][C:10]([O:13][CH:14]([CH3:16])[CH3:15])=[CH:9][CH:8]=1)=[O:5])[CH3:38], predict the reactants needed to synthesize it. The reactants are: [OH:1][C:2]1[CH:20]=[CH:19][C:18]([S:21]([N:24]2[CH2:29][CH2:28][CH2:27][CH2:26][CH2:25]2)(=[O:23])=[O:22])=[CH:17][C:3]=1[C:4]([NH:6][C:7]1[CH:12]=[CH:11][C:10]([O:13][CH:14]([CH3:16])[CH3:15])=[CH:9][CH:8]=1)=[O:5].C(=O)([O-])[O-].[K+].[K+].I[CH2:37][CH3:38].